From a dataset of NCI-60 drug combinations with 297,098 pairs across 59 cell lines. Regression. Given two drug SMILES strings and cell line genomic features, predict the synergy score measuring deviation from expected non-interaction effect. (1) Drug 1: C1CC(C1)(C(=O)O)C(=O)O.[NH2-].[NH2-].[Pt+2]. Drug 2: CC1=C(C=C(C=C1)C(=O)NC2=CC(=CC(=C2)C(F)(F)F)N3C=C(N=C3)C)NC4=NC=CC(=N4)C5=CN=CC=C5. Cell line: HT29. Synergy scores: CSS=0.994, Synergy_ZIP=3.46, Synergy_Bliss=7.69, Synergy_Loewe=4.03, Synergy_HSA=3.10. (2) Drug 1: CS(=O)(=O)C1=CC(=C(C=C1)C(=O)NC2=CC(=C(C=C2)Cl)C3=CC=CC=N3)Cl. Drug 2: C1CNP(=O)(OC1)N(CCCl)CCCl. Cell line: MDA-MB-435. Synergy scores: CSS=-11.2, Synergy_ZIP=4.55, Synergy_Bliss=-1.74, Synergy_Loewe=-8.77, Synergy_HSA=-9.33. (3) Drug 1: CC1CCC2CC(C(=CC=CC=CC(CC(C(=O)C(C(C(=CC(C(=O)CC(OC(=O)C3CCCCN3C(=O)C(=O)C1(O2)O)C(C)CC4CCC(C(C4)OC)O)C)C)O)OC)C)C)C)OC. Drug 2: B(C(CC(C)C)NC(=O)C(CC1=CC=CC=C1)NC(=O)C2=NC=CN=C2)(O)O. Cell line: HCT-15. Synergy scores: CSS=38.6, Synergy_ZIP=4.63, Synergy_Bliss=4.81, Synergy_Loewe=-5.84, Synergy_HSA=1.73. (4) Drug 1: CC=C1C(=O)NC(C(=O)OC2CC(=O)NC(C(=O)NC(CSSCCC=C2)C(=O)N1)C(C)C)C(C)C. Drug 2: CC1CCCC2(C(O2)CC(NC(=O)CC(C(C(=O)C(C1O)C)(C)C)O)C(=CC3=CSC(=N3)C)C)C. Cell line: HCT116. Synergy scores: CSS=77.6, Synergy_ZIP=0.835, Synergy_Bliss=0.306, Synergy_Loewe=0.158, Synergy_HSA=2.25. (5) Drug 1: COC1=NC(=NC2=C1N=CN2C3C(C(C(O3)CO)O)O)N. Drug 2: C1CCC(C(C1)N)N.C(=O)(C(=O)[O-])[O-].[Pt+4]. Cell line: UO-31. Synergy scores: CSS=0.450, Synergy_ZIP=-3.89, Synergy_Bliss=-3.18, Synergy_Loewe=-20.2, Synergy_HSA=-7.47. (6) Drug 1: CCC1=CC2CC(C3=C(CN(C2)C1)C4=CC=CC=C4N3)(C5=C(C=C6C(=C5)C78CCN9C7C(C=CC9)(C(C(C8N6C)(C(=O)OC)O)OC(=O)C)CC)OC)C(=O)OC.C(C(C(=O)O)O)(C(=O)O)O. Drug 2: CC1CCC2CC(C(=CC=CC=CC(CC(C(=O)C(C(C(=CC(C(=O)CC(OC(=O)C3CCCCN3C(=O)C(=O)C1(O2)O)C(C)CC4CCC(C(C4)OC)O)C)C)O)OC)C)C)C)OC. Cell line: MDA-MB-231. Synergy scores: CSS=44.3, Synergy_ZIP=-8.85, Synergy_Bliss=-2.41, Synergy_Loewe=2.32, Synergy_HSA=3.03.